Task: Predict the reaction yield, written as a fraction of the theoretical maximum amount of product (1.0 means a 100% yield; for example, 0.34 means a 34% yield).. Dataset: Reaction yield outcomes from USPTO patents with 853,638 reactions (1) The reactants are Cl[C:2]([O:4][CH3:5])=[O:3].[Br:6][C:7]1[CH:8]=[C:9]([NH2:14])[CH:10]=[CH:11][C:12]=1[CH3:13].O. The catalyst is N1C=CC=CC=1. The product is [CH3:5][O:4][C:2](=[O:3])[NH:14][C:9]1[CH:10]=[CH:11][C:12]([CH3:13])=[C:7]([Br:6])[CH:8]=1. The yield is 0.900. (2) The reactants are [F:1][C:2]1[CH:13]=[CH:12][C:5]2[NH:6][C:7](=[O:11])[O:8][C:9](=[O:10])[C:4]=2[CH:3]=1.[H-].[Na+].[F:16][C:17]1[CH:24]=[CH:23][C:20]([CH2:21]Br)=[CH:19][CH:18]=1. The catalyst is CN(C=O)C. The product is [F:1][C:2]1[CH:13]=[CH:12][C:5]2[N:6]([CH2:21][C:20]3[CH:23]=[CH:24][C:17]([F:16])=[CH:18][CH:19]=3)[C:7](=[O:11])[O:8][C:9](=[O:10])[C:4]=2[CH:3]=1. The yield is 0.670. (3) The yield is 0.860. The catalyst is O1CCCC1. The reactants are [C:1]([C:4]1[CH:30]=[CH:29][C:7]([O:8][CH2:9][C:10]2[CH:15]=[CH:14][C:13]([CH:16]3[CH2:21][CH2:20][N:19]([C:22]([O:24][C:25]([CH3:28])([CH3:27])[CH3:26])=[O:23])[CH2:18][CH2:17]3)=[CH:12][N:11]=2)=[CH:6][C:5]=1[F:31])(O)=[O:2].O.ON1C2C=CC=CC=2N=N1.Cl.CN(C)CCCN=C=NCC.[NH2:55][C@@H:56]([CH3:59])[CH2:57][OH:58].C(=O)([O-])O.[Na+]. The product is [F:31][C:5]1[CH:6]=[C:7]([CH:29]=[CH:30][C:4]=1[C:1](=[O:2])[NH:55][C@H:56]([CH3:59])[CH2:57][OH:58])[O:8][CH2:9][C:10]1[CH:15]=[CH:14][C:13]([CH:16]2[CH2:21][CH2:20][N:19]([C:22]([O:24][C:25]([CH3:26])([CH3:27])[CH3:28])=[O:23])[CH2:18][CH2:17]2)=[CH:12][N:11]=1.